Regression. Given a peptide amino acid sequence and an MHC pseudo amino acid sequence, predict their binding affinity value. This is MHC class II binding data. From a dataset of Peptide-MHC class II binding affinity with 134,281 pairs from IEDB. (1) The peptide sequence is EKKYFAATNFEPLAA. The MHC is HLA-DQA10501-DQB10201 with pseudo-sequence HLA-DQA10501-DQB10201. The binding affinity (normalized) is 0.517. (2) The peptide sequence is GSRGYRLQRKIEAIF. The MHC is DRB1_0404 with pseudo-sequence DRB1_0404. The binding affinity (normalized) is 0.373. (3) The peptide sequence is EYGNLSLSGIAQSASD. The MHC is HLA-DQA10501-DQB10303 with pseudo-sequence HLA-DQA10501-DQB10303. The binding affinity (normalized) is 0.661. (4) The peptide sequence is EKKYFAATQQEPLAA. The MHC is HLA-DQA10501-DQB10201 with pseudo-sequence HLA-DQA10501-DQB10201. The binding affinity (normalized) is 0.605. (5) The peptide sequence is LTVMDRYSVDADLQL. The MHC is HLA-DQA10201-DQB10402 with pseudo-sequence HLA-DQA10201-DQB10402. The binding affinity (normalized) is 0.405. (6) The peptide sequence is RLFKAFILDGDNLFP. The MHC is HLA-DPA10103-DPB10401 with pseudo-sequence HLA-DPA10103-DPB10401. The binding affinity (normalized) is 0.337.